This data is from Reaction yield outcomes from USPTO patents with 853,638 reactions. The task is: Predict the reaction yield, written as a fraction of the theoretical maximum amount of product (1.0 means a 100% yield; for example, 0.34 means a 34% yield). (1) The reactants are F[B-](F)(F)F.[O:6]=[N+:7]=[O:8].[S:9]1[C:13]([C:14]2[CH:19]=[CH:18][N:17]=[C:16]([S:20]([CH3:23])(=[O:22])=[O:21])[N:15]=2)=[CH:12][C:11]2[CH:24]=[CH:25][CH:26]=[CH:27][C:10]1=2. The catalyst is C(#N)C. The product is [CH3:23][S:20]([C:16]1[N:15]=[C:14]([C:13]2[S:9][C:10]3[CH:27]=[CH:26][CH:25]=[CH:24][C:11]=3[C:12]=2[N+:7]([O-:8])=[O:6])[CH:19]=[CH:18][N:17]=1)(=[O:21])=[O:22]. The yield is 0.570. (2) The reactants are [ClH:1].[NH:2]1[CH2:7][CH2:6][CH:5]([O:8][C:9]2[CH:10]=[N:11][CH:12]=[CH:13][CH:14]=2)[CH2:4][CH2:3]1. No catalyst specified. The product is [ClH:1].[ClH:1].[NH:2]1[CH2:7][CH2:6][CH:5]([O:8][C:9]2[CH:10]=[N:11][CH:12]=[CH:13][CH:14]=2)[CH2:4][CH2:3]1. The yield is 0.637. (3) The reactants are [CH3:1][C:2]1[N:7]=[C:6]([CH2:8]O)[CH:5]=[CH:4][CH:3]=1.S(Cl)([Cl:12])=O. The catalyst is C(Cl)Cl. The product is [Cl:12][CH2:8][C:6]1[CH:5]=[CH:4][CH:3]=[C:2]([CH3:1])[N:7]=1. The yield is 0.858. (4) The reactants are [NH2:1][CH:2]1[C:11]2[C:6](=[CH:7][CH:8]=[C:9]([NH:12][C:13]([C:15]3[C:24](=[O:25])[C:23]4[C:18](=[CH:19][CH:20]=[CH:21][CH:22]=4)[NH:17][CH:16]=3)=[O:14])[CH:10]=2)[CH2:5][CH2:4][CH2:3]1.CCN(C(C)C)C(C)C.Cl[C:36]([O:38][CH3:39])=[O:37].N1CCCCC1. The catalyst is CO. The product is [CH3:39][O:38][C:36]([NH:1][CH:2]1[C:11]2[C:6](=[CH:7][CH:8]=[C:9]([NH:12][C:13]([C:15]3[C:24](=[O:25])[C:23]4[C:18](=[CH:19][CH:20]=[CH:21][CH:22]=4)[NH:17][CH:16]=3)=[O:14])[CH:10]=2)[CH2:5][CH2:4][CH2:3]1)=[O:37]. The yield is 0.350. (5) The reactants are [CH3:1][O:2][C:3](=[O:18])[C:4]1[C:5](=[C:10]([CH3:17])[C:11]([CH2:15][CH3:16])=[CH:12][C:13]=1[OH:14])[C:6]([O:8][CH3:9])=[O:7].C(=O)([O-])[O-].[K+].[K+].[CH2:25](Br)[CH:26]=[CH2:27]. The catalyst is CN(C=O)C. The product is [CH3:1][O:2][C:3](=[O:18])[C:4]1[C:5](=[C:10]([CH3:17])[C:11]([CH2:15][CH3:16])=[CH:12][C:13]=1[O:14][CH2:27][CH:26]=[CH2:25])[C:6]([O:8][CH3:9])=[O:7]. The yield is 0.830. (6) The reactants are N([O-])=O.[Na+].N[C:6]1[CH:11]=[CH:10][C:9]([N+:12]([O-:14])=[O:13])=[CH:8][C:7]=1[OH:15].[I-:16].[Na+].S(=O)(O)[O-].[Na+]. The catalyst is O.S(=O)(=O)(O)O.CCOCC.CS(C)=O. The product is [I:16][C:6]1[CH:11]=[CH:10][C:9]([N+:12]([O-:14])=[O:13])=[CH:8][C:7]=1[OH:15]. The yield is 0.750. (7) The reactants are C(C1C=C(NC2N=C(NC3C=CC=C(C(O)=O)C=3)C(F)=CN=2)C=CC=1)(O)=O.[CH3:28][O:29][C:30]1[CH:31]=[C:32]([NH:40][C:41]2[N:46]=[C:45]([NH:47][C:48]3[CH:53]=[CH:52][C:51]([C:54]([O:56]C)=[O:55])=[C:50]([O:58][CH3:59])[CH:49]=3)[C:44]([F:60])=[CH:43][N:42]=2)[CH:33]=[CH:34][C:35]=1[C:36]([O:38]C)=[O:37].[OH-].[Na+]. No catalyst specified. The product is [C:36]([C:35]1[CH:34]=[CH:33][C:32]([NH:40][C:41]2[N:46]=[C:45]([NH:47][C:48]3[CH:53]=[CH:52][C:51]([C:54]([OH:56])=[O:55])=[C:50]([O:58][CH3:59])[CH:49]=3)[C:44]([F:60])=[CH:43][N:42]=2)=[CH:31][C:30]=1[O:29][CH3:28])([OH:38])=[O:37]. The yield is 0.640.